This data is from Catalyst prediction with 721,799 reactions and 888 catalyst types from USPTO. The task is: Predict which catalyst facilitates the given reaction. Reactant: [CH3:1][CH2:2][CH2:3][CH2:4][C:5]1[N:9]([CH2:10][C:11]2[CH:12]=[CH:13][C:14]([C:17]3[CH:18]=[CH:19][CH:20]=[CH:21][C:22]=3[C:23]3[N:27]=[N:26][NH:25][N:24]=3)=[CH:15][CH:16]=2)[C:8]([CH2:28][OH:29])=[C:7]([Cl:30])[N:6]=1.C([O-])(C)(C)C.[K+:36].CCCCCCC. Product: [CH3:1][CH2:2][CH2:3][CH2:4][C:5]1[N:9]([CH2:10][C:11]2[CH:16]=[CH:15][C:14]([C:17]3[CH:18]=[CH:19][CH:20]=[CH:21][C:22]=3[C:23]3[N:27]=[N:26][N-:25][N:24]=3)=[CH:13][CH:12]=2)[C:8]([CH2:28][OH:29])=[C:7]([Cl:30])[N:6]=1.[K+:36]. The catalyst class is: 32.